Dataset: Catalyst prediction with 721,799 reactions and 888 catalyst types from USPTO. Task: Predict which catalyst facilitates the given reaction. (1) The catalyst class is: 43. Product: [NH2:10][CH2:11][C:12]1[N:21]([C:22]2[CH:27]=[CH:26][C:25]([F:28])=[CH:24][CH:23]=2)[C:20](=[O:29])[C:19]2[C:14](=[CH:15][CH:16]=[CH:17][CH:18]=2)[N:13]=1. Reactant: C(OC(=O)[NH:10][CH2:11][C:12]1[N:21]([C:22]2[CH:27]=[CH:26][C:25]([F:28])=[CH:24][CH:23]=2)[C:20](=[O:29])[C:19]2[C:14](=[CH:15][CH:16]=[CH:17][CH:18]=2)[N:13]=1)C1C=CC=CC=1. (2) Reactant: [C:1]([O:5][C:6](=[O:26])[NH:7][CH2:8][C:9]#[C:10][C:11]([C:13]1[N:14]([CH2:24][CH3:25])[N:15]=[C:16]([C:18]2[CH:23]=[CH:22][CH:21]=[CH:20][CH:19]=2)[CH:17]=1)=O)([CH3:4])([CH3:3])[CH3:2].O.[NH2:28][NH2:29]. Product: [C:1]([O:5][C:6](=[O:26])[NH:7][CH2:8][C:9]1[NH:29][N:28]=[C:11]([C:13]2[N:14]([CH2:24][CH3:25])[N:15]=[C:16]([C:18]3[CH:23]=[CH:22][CH:21]=[CH:20][CH:19]=3)[CH:17]=2)[CH:10]=1)([CH3:4])([CH3:3])[CH3:2]. The catalyst class is: 14. (3) Reactant: N1CCCCC1.[Br:7][C:8]1[CH:9]=[C:10]([CH:13]=[CH:14][C:15]=1[F:16])[CH:11]=O.C(O)(=O)[CH2:18][C:19]([OH:21])=[O:20]. Product: [Br:7][C:8]1[CH:9]=[C:10]([CH2:11][CH2:18][C:19]([OH:21])=[O:20])[CH:13]=[CH:14][C:15]=1[F:16]. The catalyst class is: 17. (4) Reactant: B.[O:2]1[C:10]2[C:9]([C:11](O)=[O:12])=[CH:8][N:7]=[CH:6][C:5]=2[CH:4]=[CH:3]1. Product: [O:2]1[C:10]2[C:9]([CH2:11][OH:12])=[CH:8][N:7]=[CH:6][C:5]=2[CH:4]=[CH:3]1. The catalyst class is: 7. (5) Reactant: [C:1]1([C@:7]([N:20]2[CH2:25][CH2:24][CH2:23][CH2:22][CH2:21]2)([CH3:19])[C:8]([O:10][C@@H:11]2[CH:16]3[CH2:17][CH2:18][N:13]([CH2:14][CH2:15]3)[CH2:12]2)=[O:9])[CH:6]=[CH:5][CH:4]=[CH:3][CH:2]=1.[O:26]([CH2:33][CH2:34][CH2:35][Br:36])[C:27]1[CH:32]=[CH:31][CH:30]=[CH:29][CH:28]=1.C(OCC)C. Product: [Br-:36].[O:26]([CH2:33][CH2:34][CH2:35][N+:13]12[CH2:18][CH2:17][CH:16]([CH2:15][CH2:14]1)[C@@H:11]([O:10][C:8](=[O:9])[C@@:7]([C:1]1[CH:6]=[CH:5][CH:4]=[CH:3][CH:2]=1)([N:20]1[CH2:25][CH2:24][CH2:23][CH2:22][CH2:21]1)[CH3:19])[CH2:12]2)[C:27]1[CH:32]=[CH:31][CH:30]=[CH:29][CH:28]=1. The catalyst class is: 10. (6) Reactant: O=[O+][O-].[CH:4]12[CH2:10][CH:7]([CH:8]=[CH:9]1)[N:6]([C:11]([O:13][C:14]([CH3:17])([CH3:16])[CH3:15])=[O:12])[N:5]2[C:18]([O:20][CH2:21][C:22]1[CH:27]=[CH:26][CH:25]=[CH:24][CH:23]=1)=[O:19].N#N.S(C)C.CC(O)=O.[CH3:37][NH2:38].[BH-](OC(C)=O)(OC(C)=O)OC(C)=O.[Na+]. Product: [CH3:37][N:38]1[CH2:9][CH:4]2[CH2:10][CH:7]([N:6]([C:11]([O:13][C:14]([CH3:17])([CH3:16])[CH3:15])=[O:12])[N:5]2[C:18]([O:20][CH2:21][C:22]2[CH:27]=[CH:26][CH:25]=[CH:24][CH:23]=2)=[O:19])[CH2:8]1. The catalyst class is: 2. (7) Reactant: [CH2:1]([N:3]([CH2:37][CH3:38])[CH2:4][CH2:5][CH2:6][NH:7][C:8]1[N:9]=[C:10]([C:27]2[CH:28]=[C:29]([CH:33]=[CH:34][C:35]=2[CH3:36])[C:30]([OH:32])=O)[C:11]2[CH:17]=[CH:16][C:15](=[O:18])[N:14]([C:19]3[C:24]([F:25])=[CH:23][CH:22]=[CH:21][C:20]=3[F:26])[C:12]=2[N:13]=1)[CH3:2].CN(C(ON1N=NC2C=CC=CC1=2)=[N+](C)C)C.F[P-](F)(F)(F)(F)F.C(N(CC)CC)C.[NH:70]1[CH:74]=[C:73]([CH2:75][CH2:76][NH2:77])[N:72]=[CH:71]1. Product: [CH2:1]([N:3]([CH2:37][CH3:38])[CH2:4][CH2:5][CH2:6][NH:7][C:8]1[N:9]=[C:10]([C:27]2[CH:28]=[C:29]([CH:33]=[CH:34][C:35]=2[CH3:36])[C:30]([NH:77][CH2:76][CH2:75][C:73]2[N:72]=[CH:71][NH:70][CH:74]=2)=[O:32])[C:11]2[CH:17]=[CH:16][C:15](=[O:18])[N:14]([C:19]3[C:20]([F:26])=[CH:21][CH:22]=[CH:23][C:24]=3[F:25])[C:12]=2[N:13]=1)[CH3:2]. The catalyst class is: 3.